Dataset: Catalyst prediction with 721,799 reactions and 888 catalyst types from USPTO. Task: Predict which catalyst facilitates the given reaction. (1) Reactant: [Cl:1][C:2]1[CH:28]=[CH:27][CH:26]=[C:25]([Cl:29])[C:3]=1[CH2:4][C:5]1[N:9]([CH2:10][C:11]2[CH:20]=[CH:19][C:14]([C:15]([O:17]C)=[O:16])=[CH:13][CH:12]=2)[C:8]2[CH:21]=[CH:22][CH:23]=[CH:24][C:7]=2[N:6]=1.C1COCC1.[OH-].[Li+]. Product: [Cl:1][C:2]1[CH:28]=[CH:27][CH:26]=[C:25]([Cl:29])[C:3]=1[CH2:4][C:5]1[N:9]([CH2:10][C:11]2[CH:20]=[CH:19][C:14]([C:15]([OH:17])=[O:16])=[CH:13][CH:12]=2)[C:8]2[CH:21]=[CH:22][CH:23]=[CH:24][C:7]=2[N:6]=1. The catalyst class is: 72. (2) Reactant: [O:1]1[C:5]2[CH:6]=[CH:7][C:8]([C:10]3[NH:14][C:13]([C:15]4([CH2:29][CH2:30][O:31]CC5C=CC=CC=5)[CH2:20][CH2:19][CH:18]([O:21][Si:22]([C:25]([CH3:28])([CH3:27])[CH3:26])([CH3:24])[CH3:23])[CH2:17][CH2:16]4)=[N:12][C:11]=3[C:39]3[CH:44]=[CH:43][CH:42]=[C:41]([CH3:45])[N:40]=3)=[CH:9][C:4]=2[O:3][CH2:2]1. Product: [O:1]1[C:5]2[CH:6]=[CH:7][C:8]([C:10]3[NH:14][C:13]([C:15]4([CH2:29][CH2:30][OH:31])[CH2:16][CH2:17][CH:18]([O:21][Si:22]([C:25]([CH3:28])([CH3:27])[CH3:26])([CH3:23])[CH3:24])[CH2:19][CH2:20]4)=[N:12][C:11]=3[C:39]3[CH:44]=[CH:43][CH:42]=[C:41]([CH3:45])[N:40]=3)=[CH:9][C:4]=2[O:3][CH2:2]1. The catalyst class is: 331.